The task is: Regression. Given two drug SMILES strings and cell line genomic features, predict the synergy score measuring deviation from expected non-interaction effect.. This data is from NCI-60 drug combinations with 297,098 pairs across 59 cell lines. (1) Cell line: SK-MEL-28. Drug 2: C1C(C(OC1N2C=NC(=NC2=O)N)CO)O. Synergy scores: CSS=26.9, Synergy_ZIP=3.40, Synergy_Bliss=5.67, Synergy_Loewe=-14.3, Synergy_HSA=3.41. Drug 1: CN(CC1=CN=C2C(=N1)C(=NC(=N2)N)N)C3=CC=C(C=C3)C(=O)NC(CCC(=O)O)C(=O)O. (2) Drug 1: CCCS(=O)(=O)NC1=C(C(=C(C=C1)F)C(=O)C2=CNC3=C2C=C(C=N3)C4=CC=C(C=C4)Cl)F. Drug 2: C1=NC2=C(N=C(N=C2N1C3C(C(C(O3)CO)O)O)F)N. Cell line: SK-OV-3. Synergy scores: CSS=0.0640, Synergy_ZIP=-1.55, Synergy_Bliss=-1.74, Synergy_Loewe=-8.48, Synergy_HSA=-4.32. (3) Drug 1: C1C(C(OC1N2C=NC3=C2NC=NCC3O)CO)O. Drug 2: C(CCl)NC(=O)N(CCCl)N=O. Cell line: SK-MEL-28. Synergy scores: CSS=8.65, Synergy_ZIP=-2.53, Synergy_Bliss=-0.0461, Synergy_Loewe=1.45, Synergy_HSA=1.37. (4) Drug 1: COC1=C(C=C2C(=C1)N=CN=C2NC3=CC(=C(C=C3)F)Cl)OCCCN4CCOCC4. Drug 2: COC1=NC(=NC2=C1N=CN2C3C(C(C(O3)CO)O)O)N. Cell line: U251. Synergy scores: CSS=11.7, Synergy_ZIP=-3.40, Synergy_Bliss=4.43, Synergy_Loewe=-1.90, Synergy_HSA=1.13. (5) Drug 1: CC1C(C(CC(O1)OC2CC(CC3=C2C(=C4C(=C3O)C(=O)C5=C(C4=O)C(=CC=C5)OC)O)(C(=O)CO)O)N)O.Cl. Drug 2: C1C(C(OC1N2C=NC3=C2NC=NCC3O)CO)O. Cell line: NCIH23. Synergy scores: CSS=7.71, Synergy_ZIP=-2.44, Synergy_Bliss=0.668, Synergy_Loewe=-5.53, Synergy_HSA=-1.69. (6) Drug 1: CC1=C(N=C(N=C1N)C(CC(=O)N)NCC(C(=O)N)N)C(=O)NC(C(C2=CN=CN2)OC3C(C(C(C(O3)CO)O)O)OC4C(C(C(C(O4)CO)O)OC(=O)N)O)C(=O)NC(C)C(C(C)C(=O)NC(C(C)O)C(=O)NCCC5=NC(=CS5)C6=NC(=CS6)C(=O)NCCC[S+](C)C)O. Drug 2: C1=NNC2=C1C(=O)NC=N2. Cell line: HCT116. Synergy scores: CSS=52.1, Synergy_ZIP=2.41, Synergy_Bliss=2.68, Synergy_Loewe=-21.3, Synergy_HSA=3.85. (7) Drug 1: COC1=C2C(=CC3=C1OC=C3)C=CC(=O)O2. Drug 2: CC12CCC3C(C1CCC2OP(=O)(O)O)CCC4=C3C=CC(=C4)OC(=O)N(CCCl)CCCl.[Na+]. Cell line: RXF 393. Synergy scores: CSS=10.2, Synergy_ZIP=-2.15, Synergy_Bliss=-0.893, Synergy_Loewe=-8.40, Synergy_HSA=-8.40.